Dataset: Forward reaction prediction with 1.9M reactions from USPTO patents (1976-2016). Task: Predict the product of the given reaction. (1) Given the reactants [CH:1]1([N:4]([CH:18]2[CH2:23][CH2:22][NH:21][CH2:20][CH2:19]2)[S:5]([C:8]2[CH:13]=[CH:12][CH:11]=[C:10]([C:14]([F:17])([F:16])[F:15])[CH:9]=2)(=[O:7])=[O:6])[CH2:3][CH2:2]1.[CH2:24]([O:28][C:29]1[CH:34]=[CH:33][C:32]([S:35](Cl)(=[O:37])=[O:36])=[CH:31][CH:30]=1)[CH2:25][CH2:26][CH3:27].CCN(C(C)C)C(C)C, predict the reaction product. The product is: [CH2:24]([O:28][C:29]1[CH:34]=[CH:33][C:32]([S:35]([N:21]2[CH2:22][CH2:23][CH:18]([N:4]([CH:1]3[CH2:3][CH2:2]3)[S:5]([C:8]3[CH:13]=[CH:12][CH:11]=[C:10]([C:14]([F:17])([F:15])[F:16])[CH:9]=3)(=[O:6])=[O:7])[CH2:19][CH2:20]2)(=[O:37])=[O:36])=[CH:31][CH:30]=1)[CH2:25][CH2:26][CH3:27]. (2) Given the reactants [CH2:1]([O:8][C:9]1[CH:14]=[CH:13][C:12]([CH:15]([CH3:19])[C:16]([OH:18])=O)=[CH:11][C:10]=1[Br:20])[C:2]1[CH:7]=[CH:6][CH:5]=[CH:4][CH:3]=1.O=S(Cl)Cl.[CH3:25][O:26][C:27](=[O:37])[C:28]1[C:33]([Cl:34])=[CH:32][C:31]([Cl:35])=[CH:30][C:29]=1[NH2:36].CCCCCC, predict the reaction product. The product is: [CH3:25][O:26][C:27](=[O:37])[C:28]1[C:33]([Cl:34])=[CH:32][C:31]([Cl:35])=[CH:30][C:29]=1[NH:36][C:16](=[O:18])[CH:15]([C:12]1[CH:13]=[CH:14][C:9]([O:8][CH2:1][C:2]2[CH:3]=[CH:4][CH:5]=[CH:6][CH:7]=2)=[C:10]([Br:20])[CH:11]=1)[CH3:19].